This data is from Forward reaction prediction with 1.9M reactions from USPTO patents (1976-2016). The task is: Predict the product of the given reaction. (1) Given the reactants [C:1]([O:7][C:8]([CH3:11])([CH3:10])[CH3:9])(=[O:6])[CH2:2][C:3]([CH3:5])=O.[I:12][C:13]1[CH:20]=[CH:19][CH:18]=[CH:17][C:14]=1[CH:15]=O.[NH4+:21].[OH-:22], predict the reaction product. The product is: [I:12][C:13]1[CH:20]=[CH:19][CH:18]=[CH:17][C:14]=1[CH:15]1[C:2]([C:1]([O:7][C:8]([CH3:11])([CH3:10])[CH3:9])=[O:6])=[C:3]([CH3:5])[NH:21][C:3]([CH3:5])=[C:2]1[C:1]([O:7][C:8]([CH3:11])([CH3:10])[CH3:9])=[O:22]. (2) Given the reactants Br[C:2]1[C:3]([Cl:9])=[N:4][C:5]([Cl:8])=[N:6][CH:7]=1.[F:10][C:11]1[CH:18]=[CH:17][CH:16]=[C:15]([F:19])[C:12]=1[CH:13]=[O:14], predict the reaction product. The product is: [Cl:8][C:5]1[N:4]=[C:3]([Cl:9])[C:2]([CH:13]([C:12]2[C:11]([F:10])=[CH:18][CH:17]=[CH:16][C:15]=2[F:19])[OH:14])=[CH:7][N:6]=1. (3) Given the reactants [C:1]([NH:5][C:6]1[N:7]=[C:8](Cl)[CH:9]=[C:10]2[C:15]=1[C:14](=[O:16])[N:13]([CH2:17][CH:18]([OH:21])[CH2:19][OH:20])[CH:12]=[CH:11]2)([CH3:4])([CH3:3])[CH3:2].[NH2:23][C:24]1[CH:29]=[N:28][CH:27]=[CH:26][N:25]=1.CC1(C)C2C(=C(P(C3C=CC=CC=3)C3C=CC=CC=3)C=CC=2)OC2C(P(C3C=CC=CC=3)C3C=CC=CC=3)=CC=CC1=2.C([O-])([O-])=O.[Cs+].[Cs+], predict the reaction product. The product is: [C:1]([NH:5][C:6]1[N:7]=[C:8]([NH:23][C:24]2[CH:29]=[N:28][CH:27]=[CH:26][N:25]=2)[CH:9]=[C:10]2[C:15]=1[C:14](=[O:16])[N:13]([CH2:17][CH:18]([OH:21])[CH2:19][OH:20])[CH:12]=[CH:11]2)([CH3:4])([CH3:3])[CH3:2]. (4) The product is: [CH3:30][O:31][N:32]([CH3:33])[C:26]([C:24]1[N:25]=[C:21]([CH:18]2[CH2:17][CH2:16][N:15]([C:13]([O:12][C:8]([CH3:11])([CH3:10])[CH3:9])=[O:14])[CH2:20][CH2:19]2)[S:22][CH:23]=1)=[O:28]. Given the reactants C(N(CC)CC)C.[C:8]([O:12][C:13]([N:15]1[CH2:20][CH2:19][CH:18]([C:21]2[S:22][CH:23]=[C:24]([C:26]([OH:28])=O)[N:25]=2)[CH2:17][CH2:16]1)=[O:14])([CH3:11])([CH3:10])[CH3:9].[Cl-].[CH3:30][O:31][NH2+:32][CH3:33].Cl.C(N=C=NCCCN(C)C)C, predict the reaction product.